This data is from Kir2.1 potassium channel HTS with 301,493 compounds. The task is: Binary Classification. Given a drug SMILES string, predict its activity (active/inactive) in a high-throughput screening assay against a specified biological target. (1) The drug is s1c(c2onc(C(=O)NCCOC)c2)ccc1. The result is 0 (inactive). (2) The drug is O(C(=O)C1N=C2NC(=C(C3Nc4c(C23C1)cccc4)C(OC)=O)C(OC)=O)C. The result is 0 (inactive).